The task is: Predict which catalyst facilitates the given reaction.. This data is from Catalyst prediction with 721,799 reactions and 888 catalyst types from USPTO. (1) Reactant: [OH:1][CH:2]1[CH2:5][CH:4]([C:6]([O:8][CH2:9][C:10]2[CH:15]=[CH:14][CH:13]=[CH:12][CH:11]=2)=[O:7])[CH2:3]1.CCN(CC)CC.[CH3:23][S:24](Cl)(=[O:26])=[O:25]. Product: [CH3:23][S:24]([O:1][CH:2]1[CH2:5][CH:4]([C:6]([O:8][CH2:9][C:10]2[CH:15]=[CH:14][CH:13]=[CH:12][CH:11]=2)=[O:7])[CH2:3]1)(=[O:26])=[O:25]. The catalyst class is: 2. (2) Reactant: [NH:1]([C:3]1[CH:4]=[CH:5][C:6]([CH3:9])=[N:7][CH:8]=1)[NH2:2].[CH3:10][C:11]([CH3:18])([CH3:17])[C:12](=O)[CH2:13][C:14]#[N:15].Cl.C(=O)([O-])O.[Na+]. Product: [NH2:15][C:14]1[N:1]([C:3]2[CH:4]=[CH:5][C:6]([CH3:9])=[N:7][CH:8]=2)[N:2]=[C:12]([C:11]([CH3:18])([CH3:17])[CH3:10])[CH:13]=1. The catalyst class is: 14.